This data is from Reaction yield outcomes from USPTO patents with 853,638 reactions. The task is: Predict the reaction yield, written as a fraction of the theoretical maximum amount of product (1.0 means a 100% yield; for example, 0.34 means a 34% yield). (1) The reactants are [CH3:1][C@H:2]1[CH2:7][O:6][CH2:5][CH2:4][N:3]1[C:8]1[N:12]2[CH:13]=[C:14]([O:17][C@H:18]3[C:27]4[C:22](=[CH:23][CH:24]=[CH:25][CH:26]=4)[C@@H:21]([NH2:28])[CH2:20][CH2:19]3)[CH:15]=[CH:16][C:11]2=[N:10][N:9]=1.ClC(Cl)(Cl)C[O:32][C:33](=O)[NH:34][C:35]1[N:36]([C:44]2[CH:49]=[CH:48][CH:47]=[C:46]([O:50][CH2:51][CH2:52][O:53][CH:54]3[CH2:59][CH2:58][CH2:57][CH2:56][O:55]3)[CH:45]=2)[N:37]=[C:38]([C:40]([CH3:43])([CH3:42])[CH3:41])[CH:39]=1.CCN(C(C)C)C(C)C. The catalyst is O1CCOCC1. The product is [C:40]([C:38]1[CH:39]=[C:35]([NH:34][C:33]([NH:28][C@@H:21]2[C:22]3[C:27](=[CH:26][CH:25]=[CH:24][CH:23]=3)[C@H:18]([O:17][C:14]3[CH:15]=[CH:16][C:11]4[N:12]([C:8]([N:3]5[CH2:4][CH2:5][O:6][CH2:7][C@@H:2]5[CH3:1])=[N:9][N:10]=4)[CH:13]=3)[CH2:19][CH2:20]2)=[O:32])[N:36]([C:44]2[CH:49]=[CH:48][CH:47]=[C:46]([O:50][CH2:51][CH2:52][O:53][CH:54]3[CH2:59][CH2:58][CH2:57][CH2:56][O:55]3)[CH:45]=2)[N:37]=1)([CH3:43])([CH3:41])[CH3:42]. The yield is 0.850. (2) The reactants are [CH2:1]([O:3][C:4](=[O:23])[C:5]([C:7]1[C:8]([CH3:22])=[N:9][C:10]2[N:11]([N:14]=[C:15]([C:17]([O:19][CH2:20][CH3:21])=[O:18])[CH:16]=2)[C:12]=1[Cl:13])=[O:6])[CH3:2].CB1N2CCC[C@@H]2C(C2C=CC=CC=2)(C2C=CC=CC=2)O1.C1(C)C=CC=CC=1.C([O-])([O-])=O.[Na+].[Na+]. The catalyst is C1(C)C=CC=CC=1.CCOC(C)=O. The product is [Cl:13][C:12]1[N:11]2[N:14]=[C:15]([C:17]([O:19][CH2:20][CH3:21])=[O:18])[CH:16]=[C:10]2[N:9]=[C:8]([CH3:22])[C:7]=1[C@H:5]([OH:6])[C:4]([O:3][CH2:1][CH3:2])=[O:23]. The yield is 0.750. (3) The reactants are C[O:2][C:3]1[CH:4]=[C:5]([C:9]2[N:13]3[CH:14]=[CH:15][C:16]([CH3:18])=[CH:17][C:12]3=[N:11][CH:10]=2)[CH:6]=[CH:7][CH:8]=1.[OH-].[Na+]. The catalyst is Br.C(O)(=O)C. The product is [CH3:18][C:16]1[CH:15]=[CH:14][N:13]2[C:9]([C:5]3[CH:4]=[C:3]([OH:2])[CH:8]=[CH:7][CH:6]=3)=[CH:10][N:11]=[C:12]2[CH:17]=1. The yield is 0.950. (4) The reactants are Br[C:2]1[CH:6]=[CH:5][O:4][C:3]=1[CH:7]1[O:11][CH2:10][CH2:9][O:8]1.C([Li])(C)(C)C.CN([CH:20]=[O:21])C.O.O.C(O)(=O)C(O)=O. The catalyst is CCOCC.O. The product is [O:8]1[CH2:9][CH2:10][O:11][CH:7]1[C:3]1[O:4][CH:5]=[CH:6][C:2]=1[CH:20]=[O:21]. The yield is 0.680. (5) The reactants are [CH3:1][O:2][C:3]1[CH:4]=[C:5]2[C:10](=[C:11]([N+:13]([O-])=O)[CH:12]=1)[N:9]=[CH:8][CH:7]=[CH:6]2.O.NN. The catalyst is [Ni].CO. The product is [CH3:1][O:2][C:3]1[CH:4]=[C:5]2[C:10](=[C:11]([NH2:13])[CH:12]=1)[N:9]=[CH:8][CH:7]=[CH:6]2. The yield is 1.00. (6) The reactants are CCCCCC.C([Li])CCC.Br[C:13]1[C:22]2[C:17](=[CH:18][CH:19]=[CH:20][CH:21]=2)[CH:16]=[C:15]([CH2:23][C:24]2[S:28][C:27]3[CH:29]=[CH:30][C:31]([CH2:33][CH3:34])=[CH:32][C:26]=3[CH:25]=2)[CH:14]=1.[CH2:35]([O:42][CH:43]1[CH:48]([O:49][CH2:50][C:51]2[CH:56]=[CH:55][CH:54]=[CH:53][CH:52]=2)[CH:47]([O:57][CH2:58][C:59]2[CH:64]=[CH:63][CH:62]=[CH:61][CH:60]=2)[CH:46]([CH2:65][O:66][CH2:67][C:68]2[CH:73]=[CH:72][CH:71]=[CH:70][CH:69]=2)[O:45][C:44]1=[O:74])[C:36]1[CH:41]=[CH:40][CH:39]=[CH:38][CH:37]=1.[Cl-].[NH4+]. The catalyst is C1COCC1. The product is [CH2:35]([O:42][C@@H:43]1[C@H:48]([O:49][CH2:50][C:51]2[CH:56]=[CH:55][CH:54]=[CH:53][CH:52]=2)[C@@H:47]([O:57][CH2:58][C:59]2[CH:60]=[CH:61][CH:62]=[CH:63][CH:64]=2)[C@@H:46]([CH2:65][O:66][CH2:67][C:68]2[CH:69]=[CH:70][CH:71]=[CH:72][CH:73]=2)[O:45][C:44]1([C:13]1[C:22]2[C:17](=[CH:18][CH:19]=[CH:20][CH:21]=2)[CH:16]=[C:15]([CH2:23][C:24]2[S:28][C:27]3[CH:29]=[CH:30][C:31]([CH2:33][CH3:34])=[CH:32][C:26]=3[CH:25]=2)[CH:14]=1)[OH:74])[C:36]1[CH:41]=[CH:40][CH:39]=[CH:38][CH:37]=1. The yield is 1.00. (7) The reactants are Cl[C:2](=[O:9])[CH2:3][C:4]([O:6][CH2:7][CH3:8])=[O:5].[F:10][C:11]1[CH:16]=[CH:15][C:14]([F:17])=[CH:13][C:12]=1[C:18](=[N:20]O)[NH2:19]. The catalyst is N1C=CC=CC=1. The product is [F:10][C:11]1[CH:16]=[CH:15][C:14]([F:17])=[CH:13][C:12]=1[C:18]1[N:20]=[C:2]([CH2:3][C:4]([O:6][CH2:7][CH3:8])=[O:5])[O:9][N:19]=1. The yield is 0.700.